This data is from Full USPTO retrosynthesis dataset with 1.9M reactions from patents (1976-2016). The task is: Predict the reactants needed to synthesize the given product. (1) Given the product [CH3:21][C@@H:19]1[O:20][C@@H:15]([CH3:14])[CH2:16][N:17]([C:2]2[CH:3]=[CH:4][C:5]3[N:11]4[CH2:12][C@H:8]([CH2:9][CH2:10]4)[NH:7][C:6]=3[N:13]=2)[CH2:18]1, predict the reactants needed to synthesize it. The reactants are: Cl[C:2]1[CH:3]=[CH:4][C:5]2[N:11]3[CH2:12][C@H:8]([CH2:9][CH2:10]3)[NH:7][C:6]=2[N:13]=1.[CH3:14][C@@H:15]1[O:20][C@@H:19]([CH3:21])[CH2:18][NH:17][CH2:16]1.CC([O-])(C)C.[K+]. (2) Given the product [NH2:8][C:9]([CH3:13])([CH3:14])[C:10]([N:50]1[CH2:51][CH2:52][N:47]([CH3:46])[CH2:48][CH2:49]1)=[O:12], predict the reactants needed to synthesize it. The reactants are: C(OC([NH:8][C:9]([CH3:14])([CH3:13])[C:10]([OH:12])=O)=O)(C)(C)C.CCN=C=NCCCN(C)C.Cl.C1C=CC2N(O)N=NC=2C=1.CCN(C(C)C)C(C)C.[CH3:46][N:47]1[CH2:52][CH2:51][NH:50][CH2:49][CH2:48]1.Cl. (3) Given the product [CH2:25]([N:19]1[CH2:20][CH2:10][C:9]([C:4]2[CH:5]=[C:6]([Cl:8])[CH:7]=[C:2]([Cl:1])[C:3]=2[F:15])([C:11]([F:14])([F:13])[F:12])[CH2:18]1)[C:26]1[CH:31]=[CH:30][CH:29]=[CH:28][CH:27]=1, predict the reactants needed to synthesize it. The reactants are: [Cl:1][C:2]1[CH:7]=[C:6]([Cl:8])[CH:5]=[C:4]([C:9]([C:11]([F:14])([F:13])[F:12])=[CH2:10])[C:3]=1[F:15].CO[CH2:18][N:19]([CH2:25][C:26]1[CH:31]=[CH:30][CH:29]=[CH:28][CH:27]=1)[CH2:20][Si](C)(C)C.FC(F)(F)C(O)=O. (4) Given the product [C:24]([O:27][C:28]([N:13]1[CH2:14][CH2:15][CH:10]([C:8](=[O:9])[C:5]2[CH:6]=[CH:7][C:2]([Br:1])=[CH:3][CH:4]=2)[CH2:11][CH2:12]1)=[O:29])([CH3:26])([CH3:25])[CH3:23], predict the reactants needed to synthesize it. The reactants are: [Br:1][C:2]1[CH:7]=[CH:6][C:5]([C:8]([CH:10]2[CH2:15][CH2:14][NH:13][CH2:12][CH2:11]2)=[O:9])=[CH:4][CH:3]=1.CCN(CC)CC.[CH3:23][C:24]([O:27][C:28](O[C:28]([O:27][C:24]([CH3:26])([CH3:25])[CH3:23])=[O:29])=[O:29])([CH3:26])[CH3:25]. (5) Given the product [CH:5]1([C:12]2[CH:20]=[CH:19][C:15]([C:16]([NH2:23])=[S:17])=[CH:14][CH:13]=2)[CH2:11][CH2:10][CH2:9][CH2:8][CH2:7][CH2:6]1, predict the reactants needed to synthesize it. The reactants are: S(Cl)(Cl)=O.[CH:5]1([C:12]2[CH:20]=[CH:19][C:15]([C:16](O)=[S:17])=[CH:14][CH:13]=2)[CH2:11][CH2:10][CH2:9][CH2:8][CH2:7][CH2:6]1.C([N:23](CC)CC)C.N. (6) Given the product [F:1][C:2]1[CH:10]=[C:9]([F:11])[CH:8]=[C:7]2[C:3]=1[CH2:4][CH:5]([CH3:13])[CH:6]2[OH:12], predict the reactants needed to synthesize it. The reactants are: [F:1][C:2]1[CH:10]=[C:9]([F:11])[CH:8]=[C:7]2[C:3]=1[CH2:4][CH:5]([CH3:13])[C:6]2=[O:12].C(O)C. (7) Given the product [CH3:1][C:2]1[CH:3]=[CH:4][C:5]([N+:12]([O-:14])=[O:13])=[C:6]([S:8]([Cl:17])(=[O:10])=[O:9])[CH:7]=1, predict the reactants needed to synthesize it. The reactants are: [CH3:1][C:2]1[CH:3]=[CH:4][C:5]([N+:12]([O-:14])=[O:13])=[C:6]([S:8](O)(=[O:10])=[O:9])[CH:7]=1.O=S(Cl)[Cl:17].